This data is from Forward reaction prediction with 1.9M reactions from USPTO patents (1976-2016). The task is: Predict the product of the given reaction. Given the reactants [NH2:1][CH:2]([CH2:10][CH2:11][CH2:12][CH2:13][NH:14][C:15]([O:17][CH2:18][C:19]1[CH:24]=[CH:23][CH:22]=[CH:21][CH:20]=1)=[O:16])[C:3]([O:5][C:6]([CH3:9])([CH3:8])[CH3:7])=[O:4].C(N(CC)CC)C.[C:32]([O:36][C:37](ON1C(=O)CCC1=O)=[O:38])([CH3:35])([CH3:34])[CH3:33], predict the reaction product. The product is: [CH2:18]([O:17][C:15]([NH:14][CH2:13][CH2:12][CH2:11][CH2:10][CH:2]([NH:1][C:37]([O:36][C:32]([CH3:35])([CH3:34])[CH3:33])=[O:38])[C:3]([O:5][C:6]([CH3:9])([CH3:7])[CH3:8])=[O:4])=[O:16])[C:19]1[CH:20]=[CH:21][CH:22]=[CH:23][CH:24]=1.